From a dataset of Forward reaction prediction with 1.9M reactions from USPTO patents (1976-2016). Predict the product of the given reaction. (1) Given the reactants CCN(C(C)C)C(C)C.[CH3:10][O:11][C:12]1[CH:13]=[CH:14][CH:15]=[C:16]2[C:21]=1[O:20][C:19](=[O:22])[C:18]([C:23]([OH:25])=O)=[CH:17]2.CN(C(ON1N=NC2C=CC=NC1=2)=[N+](C)C)C.F[P-](F)(F)(F)(F)F.[CH3:50][N:51]1[CH:55]=[C:54]([C:56]2[CH:57]=[C:58]([NH2:62])[CH:59]=[CH:60][CH:61]=2)[CH:53]=[N:52]1, predict the reaction product. The product is: [CH3:50][N:51]1[CH:55]=[C:54]([C:56]2[CH:57]=[C:58]([NH:62][C:23]([C:18]3[C:19](=[O:22])[O:20][C:21]4[C:16]([CH:17]=3)=[CH:15][CH:14]=[CH:13][C:12]=4[O:11][CH3:10])=[O:25])[CH:59]=[CH:60][CH:61]=2)[CH:53]=[N:52]1. (2) Given the reactants [C:1]1([C:3](=[CH:5][CH:6]=[CH:7][CH:8]=1)[OH:4])[OH:2].[OH-].[K+].[CH3:11][CH:12]([CH3:16])[CH2:13][CH2:14]Br, predict the reaction product. The product is: [CH3:11][CH:12]([CH3:16])[CH2:13][CH2:14][O:2][C:1]1[CH:8]=[CH:7][CH:6]=[CH:5][C:3]=1[O:4][CH2:14][CH2:13][CH:12]([CH3:16])[CH3:11]. (3) Given the reactants [I:1]I.[OH-].[K+].[NH:5]1[C:13]2[C:8](=[CH:9][CH:10]=[CH:11][CH:12]=2)[CH:7]=[N:6]1.C(OCC)C, predict the reaction product. The product is: [I:1][C:7]1[C:8]2[C:13](=[CH:12][CH:11]=[CH:10][CH:9]=2)[NH:5][N:6]=1.